This data is from Reaction yield outcomes from USPTO patents with 853,638 reactions. The task is: Predict the reaction yield, written as a fraction of the theoretical maximum amount of product (1.0 means a 100% yield; for example, 0.34 means a 34% yield). (1) The reactants are C([O:4][CH2:5][C:6]([CH3:46])([CH3:45])[CH2:7][N:8]1[C:14]2[CH:15]=[CH:16][C:17]([Cl:19])=[CH:18][C:13]=2[C@@H:12]([C:20]2[CH:25]=[CH:24][CH:23]=[C:22]([O:26][CH3:27])[C:21]=2[O:28][CH3:29])[O:11][C@H:10]([CH2:30][C:31]([NH:33][C:34]2[CH:35]=[C:36]([CH:41]=[CH:42][CH:43]=2)[C:37]([O:39]C)=[O:38])=[O:32])[C:9]1=[O:44])(=O)C.[OH-].[Na+].C(O)C. The catalyst is O. The product is [Cl:19][C:17]1[CH:16]=[CH:15][C:14]2[N:8]([CH2:7][C:6]([CH3:46])([CH3:45])[CH2:5][OH:4])[C:9](=[O:44])[C@@H:10]([CH2:30][C:31]([NH:33][C:34]3[CH:35]=[C:36]([CH:41]=[CH:42][CH:43]=3)[C:37]([OH:39])=[O:38])=[O:32])[O:11][C@H:12]([C:20]3[CH:25]=[CH:24][CH:23]=[C:22]([O:26][CH3:27])[C:21]=3[O:28][CH3:29])[C:13]=2[CH:18]=1. The yield is 0.970. (2) The reactants are C(N1C=CN=C1)(N1C=CN=C1)=O.[CH:13]1([C:19]2[C:20]3[CH:21]=[CH:22][C:23]([C:43](O)=[O:44])=[CH:24][C:25]=3[N:26]3[CH2:32][C:31]([C:33]([O:35][CH3:36])=[O:34])=[CH:30][C:29]4[CH:37]=[C:38]([O:41][CH3:42])[CH:39]=[CH:40][C:28]=4[C:27]=23)[CH2:18][CH2:17][CH2:16][CH2:15][CH2:14]1.[CH:46]1([S:49]([NH2:52])(=[O:51])=[O:50])[CH2:48][CH2:47]1.C1CCN2C(=NCCC2)CC1. The catalyst is C1COCC1.CCOC(C)=O. The product is [CH:13]1([C:19]2[C:20]3[CH:21]=[CH:22][C:23]([C:43](=[O:44])[NH:52][S:49]([CH:46]4[CH2:48][CH2:47]4)(=[O:51])=[O:50])=[CH:24][C:25]=3[N:26]3[CH2:32][C:31]([C:33]([O:35][CH3:36])=[O:34])=[CH:30][C:29]4[CH:37]=[C:38]([O:41][CH3:42])[CH:39]=[CH:40][C:28]=4[C:27]=23)[CH2:18][CH2:17][CH2:16][CH2:15][CH2:14]1. The yield is 0.890. (3) The reactants are [CH3:1][O:2][C:3](=[O:17])[CH2:4][CH2:5][C:6]#[C:7][C:8]1[CH:13]=[CH:12][CH:11]=[C:10]([N+:14]([O-])=O)[CH:9]=1. The catalyst is CO.[Pd]. The product is [CH3:1][O:2][C:3](=[O:17])[CH2:4][CH2:5][CH2:6][CH2:7][C:8]1[CH:13]=[CH:12][CH:11]=[C:10]([NH2:14])[CH:9]=1. The yield is 0.464. (4) The reactants are [CH3:1][O:2][C:3]1[CH:16]=[C:15]([O:17][CH3:18])[CH:14]=[CH:13][C:4]=1[CH2:5][NH:6][C:7]1[CH:12]=[CH:11][N:10]=[CH:9][N:8]=1.N12CCN(CC1)CC2.[F:27][C:28]1[CH:33]=[C:32]([F:34])[C:31]([F:35])=[CH:30][C:29]=1[S:36](Cl)(=[O:38])=[O:37]. The catalyst is C(#N)C. The product is [CH3:1][O:2][C:3]1[CH:16]=[C:15]([O:17][CH3:18])[CH:14]=[CH:13][C:4]=1[CH2:5][N:6]([C:7]1[CH:12]=[CH:11][N:10]=[CH:9][N:8]=1)[S:36]([C:29]1[CH:30]=[C:31]([F:35])[C:32]([F:34])=[CH:33][C:28]=1[F:27])(=[O:38])=[O:37]. The yield is 0.530. (5) The reactants are I(O)(=O)(=O)=[O:2].[CH2:6]([O:9][C:10]1[CH:15]=[CH:14][C:13]([C:16]2[CH:20]=[C:19]([CH2:21][CH2:22][OH:23])[O:18][N:17]=2)=[C:12]([C:24]([F:27])([F:26])[F:25])[CH:11]=1)[CH2:7][CH3:8]. The catalyst is CC#N.C1C=C[NH+]=CC=1.[O-][Cr](Cl)(=O)=O. The product is [CH2:6]([O:9][C:10]1[CH:15]=[CH:14][C:13]([C:16]2[CH:20]=[C:19]([CH2:21][C:22]([OH:2])=[O:23])[O:18][N:17]=2)=[C:12]([C:24]([F:26])([F:27])[F:25])[CH:11]=1)[CH2:7][CH3:8]. The yield is 0.950. (6) The yield is 0.700. The catalyst is C([O-])(=O)C.[Pd+2].C([O-])(=O)C.O. The product is [CH:88]1([NH:93][C:2]2[CH:7]=[CH:6][N:5]3[N:8]=[C:9]([C:23]4[CH:28]=[CH:27][C:26]([F:29])=[CH:25][CH:24]=4)[C:10]([C:11]4[CH:16]=[CH:15][N:14]=[C:13]([NH:17][CH:18]5[CH2:22][CH2:21][CH2:20][CH2:19]5)[N:12]=4)=[C:4]3[CH:3]=2)[CH2:92][CH2:91][CH2:90][CH2:89]1. The reactants are Cl[C:2]1[CH:7]=[CH:6][N:5]2[N:8]=[C:9]([C:23]3[CH:28]=[CH:27][C:26]([F:29])=[CH:25][CH:24]=3)[C:10]([C:11]3[CH:16]=[CH:15][N:14]=[C:13]([NH:17][CH:18]4[CH2:22][CH2:21][CH2:20][CH2:19]4)[N:12]=3)=[C:4]2[CH:3]=1.C1(P(C2C=CC=CC=2)C2C=CC3C(=CC=CC=3)C=2C2C3C(=CC=CC=3)C=CC=2P(C2C=CC=CC=2)C2C=CC=CC=2)C=CC=CC=1.C(=O)([O-])[O-].[Cs+].[Cs+].C(OCC)(=O)C.[CH:88]1([NH2:93])[CH2:92][CH2:91][CH2:90][CH2:89]1. (7) The reactants are [CH2:1]([C@H:8]1[CH2:12][O:11][C:10](=[O:13])[N:9]1[C:14](=[O:20])[CH2:15][CH2:16][CH2:17][C:18]#[CH:19])[C:2]1[CH:7]=[CH:6][CH:5]=[CH:4][CH:3]=1.[Cl-].[Mg+2].[Cl-].[CH2:24](N(CC)CC)C.[Cl:31][C:32]1[N:37]=[CH:36][C:35]([CH:38]=[O:39])=[CH:34][CH:33]=1.Cl[Si](C)(C)C. The catalyst is C(OCC)(=O)C. The product is [CH2:1]([C@H:8]1[CH2:24][CH2:12][O:11][C:10](=[O:13])[N:9]1[C:14](=[O:20])[C@@H:15]([C@@H:38]([C:35]1[CH:36]=[N:37][C:32]([Cl:31])=[CH:33][CH:34]=1)[OH:39])[CH2:16][CH2:17][C:18]#[CH:19])[C:2]1[CH:3]=[CH:4][CH:5]=[CH:6][CH:7]=1. The yield is 0.880. (8) The reactants are [F:1][C:2]([F:17])([F:16])[CH:3]1[C:12]2[C:7](=[CH:8][CH:9]=[CH:10][CH:11]=2)[N:6]([CH2:13][CH2:14][NH2:15])[CH2:5][CH2:4]1.C=O.[C:20](O)(C(F)(F)F)=O.[OH-].[Na+]. The catalyst is C(O)C. The product is [F:17][C:2]([F:16])([F:1])[CH:3]1[C:12]2[C:7]3=[C:8]([CH2:20][NH:15][CH2:14][CH2:13][N:6]3[CH2:5][CH2:4]1)[CH:9]=[CH:10][CH:11]=2. The yield is 0.650.